From a dataset of Forward reaction prediction with 1.9M reactions from USPTO patents (1976-2016). Predict the product of the given reaction. (1) Given the reactants [C:1]([C:3]1[CH:8]=[CH:7][C:6]([N:9]2[C:13]([C:14]3[C:15]([CH3:40])=[C:16]([C:30]4[CH:35]=[CH:34][CH:33]=[C:32]([C:36]([F:39])([F:38])[F:37])[CH:31]=4)[C:17]4[N:18]([N:20]=[C:21]([NH:23][C:24](=[O:29])[CH2:25][N:26]([CH3:28])[CH3:27])[N:22]=4)[CH:19]=3)=[CH:12][CH:11]=[N:10]2)=[CH:5][CH:4]=1)#[N:2].[CH3:41][Br:42], predict the reaction product. The product is: [Br-:42].[C:1]([C:3]1[CH:4]=[CH:5][C:6]([N:9]2[C:13]([C:14]3[C:15]([CH3:40])=[C:16]([C:30]4[CH:35]=[CH:34][CH:33]=[C:32]([C:36]([F:38])([F:37])[F:39])[CH:31]=4)[C:17]4[N:18]([N:20]=[C:21]([NH:23][C:24]([CH2:25][N+:26]([CH3:41])([CH3:28])[CH3:27])=[O:29])[N:22]=4)[CH:19]=3)=[CH:12][CH:11]=[N:10]2)=[CH:7][CH:8]=1)#[N:2]. (2) Given the reactants [F:1][C@@H:2]1[CH2:6][CH2:5][NH:4][CH2:3]1.[C:7]([O:11][C:12](=[O:38])[N:13]([C@H:17]1[CH2:26][CH2:25][C:24]2[C:19](=[CH:20][CH:21]=[C:22]([NH:27][S:28]([C:31]3[CH:36]=[CH:35][C:34](Br)=[CH:33][CH:32]=3)(=[O:30])=[O:29])[CH:23]=2)[CH2:18]1)[CH2:14][CH2:15][CH3:16])([CH3:10])([CH3:9])[CH3:8].O(C(C)(C)C)[Na].C1(P(C2C=CC=CC=2)C2C=CC3C(=CC=CC=3)C=2C2C3C(=CC=CC=3)C=CC=2P(C2C=CC=CC=2)C2C=CC=CC=2)C=CC=CC=1, predict the reaction product. The product is: [C:7]([O:11][C:12](=[O:38])[N:13]([C@H:17]1[CH2:26][CH2:25][C:24]2[C:19](=[CH:20][CH:21]=[C:22]([NH:27][S:28]([C:31]3[CH:36]=[CH:35][C:34]([N:4]4[CH2:5][CH2:6][C@@H:2]([F:1])[CH2:3]4)=[CH:33][CH:32]=3)(=[O:30])=[O:29])[CH:23]=2)[CH2:18]1)[CH2:14][CH2:15][CH3:16])([CH3:8])([CH3:9])[CH3:10]. (3) The product is: [OH:1][CH2:2][C:3]([CH3:9])([CH3:8])[C:4]([NH:11][CH3:10])=[O:5]. Given the reactants [OH:1][CH2:2][C:3]([CH3:9])([CH3:8])[C:4](OC)=[O:5].[CH3:10][NH2:11], predict the reaction product. (4) Given the reactants [CH3:1][O:2][C:3]([C:5]1[CH:6]=[N:7][C:8]([CH2:11][NH2:12])=[CH:9][CH:10]=1)=[O:4].Cl.C(N(CC)CC)C.[Cl:21][C:22]1[CH:27]=[CH:26][C:25]([S:28](Cl)(=[O:30])=[O:29])=[CH:24][CH:23]=1, predict the reaction product. The product is: [Cl:21][C:22]1[CH:27]=[CH:26][C:25]([S:28]([NH:12][CH2:11][C:8]2[CH:9]=[CH:10][C:5]([C:3]([O:2][CH3:1])=[O:4])=[CH:6][N:7]=2)(=[O:30])=[O:29])=[CH:24][CH:23]=1. (5) Given the reactants [F:1][C:2]1[CH:3]=[C:4]([C@H:8]2[CH2:12][CH2:11][CH2:10][N:9]2[C:13]2[CH:18]=[CH:17][N:16]3[N:19]=[CH:20][C:21]([C:22]([OH:24])=O)=[C:15]3[N:14]=2)[CH:5]=[N:6][CH:7]=1.[CH3:25][O:26][NH2:27], predict the reaction product. The product is: [F:1][C:2]1[CH:3]=[C:4]([C@H:8]2[CH2:12][CH2:11][CH2:10][N:9]2[C:13]2[CH:18]=[CH:17][N:16]3[N:19]=[CH:20][C:21]([C:22]([NH:27][O:26][CH3:25])=[O:24])=[C:15]3[N:14]=2)[CH:5]=[N:6][CH:7]=1. (6) The product is: [Cl:27][C:26]1[CH:25]=[N:24][CH:23]=[C:22]([Cl:28])[C:21]=1[NH:20][C:14]1[C:13]2[C:18](=[C:9]([O:8][CH2:7][CH2:6][CH2:5][CH2:4][CH2:3][CH2:2][N:32]([CH2:33][CH2:34][CH2:35][OH:36])[CH3:31])[C:10]([O:29][CH3:30])=[CH:11][CH:12]=2)[NH:17][C:16](=[O:19])[CH:15]=1. Given the reactants Cl[CH2:2][CH2:3][CH2:4][CH2:5][CH2:6][CH2:7][O:8][C:9]1[C:10]([O:29][CH3:30])=[CH:11][CH:12]=[C:13]2[C:18]=1[NH:17][C:16](=[O:19])[CH:15]=[C:14]2[NH:20][C:21]1[C:26]([Cl:27])=[CH:25][N:24]=[CH:23][C:22]=1[Cl:28].[CH3:31][NH:32][CH2:33][CH2:34][CH2:35][OH:36], predict the reaction product. (7) Given the reactants [Na].[N:2]1[C:11]2[C:6](=[CH:7][CH:8]=[CH:9][CH:10]=2)[CH:5]=[C:4]([OH:12])[CH:3]=1, predict the reaction product. The product is: [NH:2]1[C:11]2[C:6](=[CH:7][CH:8]=[CH:9][CH:10]=2)[CH2:5][CH:4]([OH:12])[CH2:3]1. (8) Given the reactants [CH3:1][C:2]1[CH:7]=[C:6]([OH:8])[CH:5]=[CH:4][C:3]=1[OH:9].Br[CH2:11][C:12]([O:14][CH2:15][CH3:16])=[O:13].C(=O)([O-])[O-].[K+].[K+], predict the reaction product. The product is: [OH:9][C:3]1[CH:4]=[CH:5][C:6]([O:8][CH2:11][C:12]([O:14][CH2:15][CH3:16])=[O:13])=[CH:7][C:2]=1[CH3:1].